Dataset: Forward reaction prediction with 1.9M reactions from USPTO patents (1976-2016). Task: Predict the product of the given reaction. (1) Given the reactants [Br:1][C:2]1[CH:7]=[C:6](F)[C:5]([N+:9]([O-:11])=[O:10])=[CH:4][C:3]=1[F:12].CN.C[CH2:16][N:17](C(C)C)C(C)C.C(OCC)(=O)C, predict the reaction product. The product is: [Br:1][C:2]1[C:3]([F:12])=[CH:4][C:5]([N+:9]([O-:11])=[O:10])=[C:6]([CH:7]=1)[NH:17][CH3:16]. (2) Given the reactants ClC1C=[CH:9][C:5]([C:6](O)=O)=[C:4]([N+]([O-])=O)C=1.[CH2:14]([O:21][C:22]1[CH:30]=[C:29]([Cl:31])[CH:28]=[CH:27][C:23]=1[C:24]([OH:26])=[O:25])[C:15]1[CH:20]=[CH:19][CH:18]=[CH:17][CH:16]=1, predict the reaction product. The product is: [CH2:14]([O:21][C:22]1[CH:30]=[C:29]([Cl:31])[CH:28]=[CH:27][C:23]=1[C:24]([O:26][C:5]([CH3:9])([CH3:6])[CH3:4])=[O:25])[C:15]1[CH:16]=[CH:17][CH:18]=[CH:19][CH:20]=1. (3) Given the reactants N([O-])=O.[Na+].FC(F)(F)C([O-])=O.[CH2:12]([O:14][C:15]([C:17]1[CH:18]=[N:19][N:20]2[CH:25]=[CH:24][C:23]([NH3+])=[C:22]([F:27])[C:21]=12)=[O:16])[CH3:13].[BrH:28], predict the reaction product. The product is: [Br:28][C:23]1[CH:24]=[CH:25][N:20]2[N:19]=[CH:18][C:17]([C:15]([O:14][CH2:12][CH3:13])=[O:16])=[C:21]2[C:22]=1[F:27]. (4) Given the reactants Br.[S:2]1[CH2:5][CH:4]([NH2:6])[CH2:3]1.Cl.CN(C)CCCN=C=NCC.O.ON1C2C=CC=CC=2N=N1.[CH3:30][C:31]1[CH:39]=[C:38]([C:40]2[CH2:41][C:42]([C:49]3[CH:54]=[C:53]([Cl:55])[C:52]([Cl:56])=[C:51]([Cl:57])[CH:50]=3)([C:45]([F:48])([F:47])[F:46])[CH2:43][N:44]=2)[CH:37]=[CH:36][C:32]=1[C:33](O)=[O:34], predict the reaction product. The product is: [CH3:30][C:31]1[CH:39]=[C:38]([C:40]2[CH2:41][C:42]([C:49]3[CH:50]=[C:51]([Cl:57])[C:52]([Cl:56])=[C:53]([Cl:55])[CH:54]=3)([C:45]([F:46])([F:48])[F:47])[CH2:43][N:44]=2)[CH:37]=[CH:36][C:32]=1[C:33]([NH:6][CH:4]1[CH2:5][S:2][CH2:3]1)=[O:34]. (5) Given the reactants [CH3:1][C:2]1([CH3:30])[CH2:11][C:10]2[C:5](=[CH:6][CH:7]=[C:8]([C:12]([O:14]C)=[O:13])[CH:9]=2)[NH:4][CH:3]1[C:16]1[CH:21]=[CH:20][CH:19]=[C:18]([S:22]([N:25]2[CH2:29][CH2:28][CH2:27][CH2:26]2)(=[O:24])=[O:23])[CH:17]=1, predict the reaction product. The product is: [CH3:1][C:2]1([CH3:30])[CH2:11][C:10]2[C:5](=[CH:6][CH:7]=[C:8]([C:12]([OH:14])=[O:13])[CH:9]=2)[NH:4][CH:3]1[C:16]1[CH:21]=[CH:20][CH:19]=[C:18]([S:22]([N:25]2[CH2:29][CH2:28][CH2:27][CH2:26]2)(=[O:23])=[O:24])[CH:17]=1. (6) Given the reactants C([O:8][C:9]1[CH:23]=[C:22]([F:24])[CH:21]=[CH:20][C:10]=1[CH2:11][NH:12][C:13](=[O:19])[O:14][C:15]([CH3:18])([CH3:17])[CH3:16])C1C=CC=CC=1.[H][H], predict the reaction product. The product is: [F:24][C:22]1[CH:21]=[CH:20][C:10]([CH2:11][NH:12][C:13](=[O:19])[O:14][C:15]([CH3:18])([CH3:17])[CH3:16])=[C:9]([OH:8])[CH:23]=1. (7) Given the reactants BrC1C=CC(OC2C=CC(C3([N:22]4[CH2:27][CH2:26][N:25]([C:28]5[CH:33]=[CH:32][C:31]([F:34])=[CH:30][CH:29]=5)[CH2:24][CH2:23]4)C(=O)NC(=O)NC3=O)=CC=2)=CC=1, predict the reaction product. The product is: [F:34][C:31]1[CH:30]=[CH:29][C:28]([N:25]2[CH2:26][CH2:27][NH:22][CH2:23][CH2:24]2)=[CH:33][CH:32]=1.